Regression. Given two drug SMILES strings and cell line genomic features, predict the synergy score measuring deviation from expected non-interaction effect. From a dataset of NCI-60 drug combinations with 297,098 pairs across 59 cell lines. (1) Drug 1: C1=CC(=CC=C1CCC2=CNC3=C2C(=O)NC(=N3)N)C(=O)NC(CCC(=O)O)C(=O)O. Drug 2: C1C(C(OC1N2C=NC(=NC2=O)N)CO)O. Cell line: M14. Synergy scores: CSS=27.6, Synergy_ZIP=7.08, Synergy_Bliss=1.78, Synergy_Loewe=-10.1, Synergy_HSA=0.418. (2) Drug 1: CC=C1C(=O)NC(C(=O)OC2CC(=O)NC(C(=O)NC(CSSCCC=C2)C(=O)N1)C(C)C)C(C)C. Drug 2: C1C(C(OC1N2C=NC3=C2NC=NCC3O)CO)O. Cell line: CCRF-CEM. Synergy scores: CSS=75.3, Synergy_ZIP=-2.68, Synergy_Bliss=-2.04, Synergy_Loewe=-47.7, Synergy_HSA=-1.91. (3) Drug 1: C1CCN(CC1)CCOC2=CC=C(C=C2)C(=O)C3=C(SC4=C3C=CC(=C4)O)C5=CC=C(C=C5)O. Drug 2: C1=CC(=CC=C1CC(C(=O)O)N)N(CCCl)CCCl.Cl. Cell line: NCI-H460. Synergy scores: CSS=26.3, Synergy_ZIP=0.879, Synergy_Bliss=-0.0466, Synergy_Loewe=-3.97, Synergy_HSA=-3.50. (4) Drug 1: CCC1(CC2CC(C3=C(CCN(C2)C1)C4=CC=CC=C4N3)(C5=C(C=C6C(=C5)C78CCN9C7C(C=CC9)(C(C(C8N6C)(C(=O)OC)O)OC(=O)C)CC)OC)C(=O)OC)O.OS(=O)(=O)O. Drug 2: CCC1=C2CN3C(=CC4=C(C3=O)COC(=O)C4(CC)O)C2=NC5=C1C=C(C=C5)O. Cell line: ACHN. Synergy scores: CSS=50.6, Synergy_ZIP=3.80, Synergy_Bliss=2.63, Synergy_Loewe=-29.4, Synergy_HSA=2.22. (5) Drug 2: CC(C)CN1C=NC2=C1C3=CC=CC=C3N=C2N. Synergy scores: CSS=51.8, Synergy_ZIP=11.3, Synergy_Bliss=9.92, Synergy_Loewe=8.14, Synergy_HSA=11.5. Cell line: T-47D. Drug 1: CC1=C2C(C(=O)C3(C(CC4C(C3C(C(C2(C)C)(CC1OC(=O)C(C(C5=CC=CC=C5)NC(=O)C6=CC=CC=C6)O)O)OC(=O)C7=CC=CC=C7)(CO4)OC(=O)C)O)C)OC(=O)C. (6) Drug 1: C1CN1C2=NC(=NC(=N2)N3CC3)N4CC4. Drug 2: CC1C(C(CC(O1)OC2CC(CC3=C2C(=C4C(=C3O)C(=O)C5=C(C4=O)C(=CC=C5)OC)O)(C(=O)C)O)N)O.Cl. Cell line: ACHN. Synergy scores: CSS=53.3, Synergy_ZIP=-1.76, Synergy_Bliss=-2.98, Synergy_Loewe=-5.12, Synergy_HSA=-0.179. (7) Cell line: UO-31. Drug 1: CN(CC1=CN=C2C(=N1)C(=NC(=N2)N)N)C3=CC=C(C=C3)C(=O)NC(CCC(=O)O)C(=O)O. Synergy scores: CSS=17.3, Synergy_ZIP=-1.14, Synergy_Bliss=-0.957, Synergy_Loewe=-3.73, Synergy_HSA=0.0121. Drug 2: CC1CCC2CC(C(=CC=CC=CC(CC(C(=O)C(C(C(=CC(C(=O)CC(OC(=O)C3CCCCN3C(=O)C(=O)C1(O2)O)C(C)CC4CCC(C(C4)OC)O)C)C)O)OC)C)C)C)OC.